This data is from Forward reaction prediction with 1.9M reactions from USPTO patents (1976-2016). The task is: Predict the product of the given reaction. Given the reactants [OH-].[Na+].[CH3:3][C:4]1[O:8][N:7]=[C:6]([C:9]2[N:14]=[CH:13][C:12]([O:15][C:16]3[CH:17]=[CH:18][C:19]([N+:26]([O-:28])=[O:27])=[C:20]([CH:25]=3)[C:21]([O:23]C)=[O:22])=[CH:11][CH:10]=2)[N:5]=1.C(O)(=O)CC(CC(O)=O)(C(O)=O)O, predict the reaction product. The product is: [CH3:3][C:4]1[O:8][N:7]=[C:6]([C:9]2[N:14]=[CH:13][C:12]([O:15][C:16]3[CH:17]=[CH:18][C:19]([N+:26]([O-:28])=[O:27])=[C:20]([CH:25]=3)[C:21]([OH:23])=[O:22])=[CH:11][CH:10]=2)[N:5]=1.